This data is from Forward reaction prediction with 1.9M reactions from USPTO patents (1976-2016). The task is: Predict the product of the given reaction. (1) Given the reactants Br[C:2]1[CH:3]=[C:4]2[CH2:10][C:9](=[O:11])[NH:8][C:5]2=[N:6][CH:7]=1.CC1C2C(=NC=C([C:22]3[CH:23]=[C:24]([NH:28][C:29](=[O:34])[C:30]#[C:31]CC)[CH:25]=[CH:26][CH:27]=3)C=2)NC=1.C(=O)([O-])[O-].[Na+].[Na+].[Cl-].[Li+], predict the reaction product. The product is: [O:11]=[C:9]1[NH:8][C:5]2=[N:6][CH:7]=[C:2]([C:26]3[CH:25]=[C:24]([NH:28][C:29](=[O:34])[CH:30]=[CH2:31])[CH:23]=[CH:22][CH:27]=3)[CH:3]=[C:4]2[CH2:10]1. (2) Given the reactants [OH:1][CH2:2][C@H:3]1[NH:7][C:6](=[O:8])[CH2:5][CH2:4]1.[CH:9](=O)[C:10]1[CH:15]=[CH:14][CH:13]=[CH:12][CH:11]=1.C1(C)C=CC(S(O)(=O)=O)=CC=1.C(=O)([O-])O.[Na+], predict the reaction product. The product is: [C:10]1([C@@H:9]2[N:7]3[C:6](=[O:8])[CH2:5][CH2:4][C@H:3]3[CH2:2][O:1]2)[CH:15]=[CH:14][CH:13]=[CH:12][CH:11]=1. (3) Given the reactants [NH2:1][C:2]1[CH:11]=[CH:10][C:9]([C:12]([NH2:14])=[O:13])=[C:8]2[C:3]=1[CH:4]=[CH:5][CH:6]=[N:7]2.C(OC([N:22]1[CH2:26][C@H:25]([C:27]2[CH:32]=[CH:31][CH:30]=[CH:29][CH:28]=2)[CH2:24][CH:23]1[C:33](O)=[O:34])=O)(C)(C)C, predict the reaction product. The product is: [C:27]1([C@H:25]2[CH2:26][NH:22][CH:23]([C:33]([NH:1][C:2]3[CH:11]=[CH:10][C:9]([C:12]([NH2:14])=[O:13])=[C:8]4[C:3]=3[CH:4]=[CH:5][CH:6]=[N:7]4)=[O:34])[CH2:24]2)[CH:28]=[CH:29][CH:30]=[CH:31][CH:32]=1. (4) The product is: [N:13]1[CH:18]=[C:17](/[CH:19]=[N:10]/[NH:9][C:5]2[CH:6]=[CH:7][CH:8]=[C:3]([C:2]([F:11])([F:12])[F:1])[CH:4]=2)[CH:16]=[N:15][CH:14]=1. Given the reactants [F:1][C:2]([F:12])([F:11])[C:3]1[CH:4]=[C:5]([NH:9][NH2:10])[CH:6]=[CH:7][CH:8]=1.[N:13]1[CH:18]=[C:17]([CH:19]=O)[CH:16]=[N:15][CH:14]=1, predict the reaction product.